From a dataset of NCI-60 drug combinations with 297,098 pairs across 59 cell lines. Regression. Given two drug SMILES strings and cell line genomic features, predict the synergy score measuring deviation from expected non-interaction effect. (1) Drug 1: COC1=NC(=NC2=C1N=CN2C3C(C(C(O3)CO)O)O)N. Drug 2: CCC1(CC2CC(C3=C(CCN(C2)C1)C4=CC=CC=C4N3)(C5=C(C=C6C(=C5)C78CCN9C7C(C=CC9)(C(C(C8N6C)(C(=O)OC)O)OC(=O)C)CC)OC)C(=O)OC)O.OS(=O)(=O)O. Cell line: DU-145. Synergy scores: CSS=61.3, Synergy_ZIP=3.23, Synergy_Bliss=4.46, Synergy_Loewe=3.81, Synergy_HSA=3.65. (2) Drug 2: CC1=CC2C(CCC3(C2CCC3(C(=O)C)OC(=O)C)C)C4(C1=CC(=O)CC4)C. Drug 1: C1CC(=O)NC(=O)C1N2CC3=C(C2=O)C=CC=C3N. Synergy scores: CSS=7.64, Synergy_ZIP=-5.72, Synergy_Bliss=-6.95, Synergy_Loewe=-5.44, Synergy_HSA=-4.96. Cell line: CCRF-CEM. (3) Drug 1: CC12CCC(CC1=CCC3C2CCC4(C3CC=C4C5=CN=CC=C5)C)O. Drug 2: COC1=CC(=CC(=C1O)OC)C2C3C(COC3=O)C(C4=CC5=C(C=C24)OCO5)OC6C(C(C7C(O6)COC(O7)C8=CC=CS8)O)O. Cell line: SNB-19. Synergy scores: CSS=45.5, Synergy_ZIP=2.28, Synergy_Bliss=5.44, Synergy_Loewe=-21.4, Synergy_HSA=6.08.